Dataset: Full USPTO retrosynthesis dataset with 1.9M reactions from patents (1976-2016). Task: Predict the reactants needed to synthesize the given product. (1) Given the product [C:13]([O:12][C:10](=[O:11])[NH:17][CH2:18][CH2:19][NH:20][C:2]1[CH:9]=[CH:8][C:5]([C:6]#[N:7])=[CH:4][N:3]=1)([CH3:16])([CH3:14])[CH3:15], predict the reactants needed to synthesize it. The reactants are: Cl[C:2]1[CH:9]=[CH:8][C:5]([C:6]#[N:7])=[CH:4][N:3]=1.[C:10]([NH:17][CH2:18][CH2:19][NH2:20])([O:12][C:13]([CH3:16])([CH3:15])[CH3:14])=[O:11].C(=O)([O-])[O-].[K+].[K+]. (2) The reactants are: C([O:5][C:6]([C:8]1[N:9]=[N:10][N:11]([CH2:13][C@H:14]([F:38])[CH2:15][C:16]([C:31]2[N:32]=[N:33][C:34]([I:37])=[CH:35][CH:36]=2)(C(OC(C)(C)C)=O)C(OC(C)(C)C)=O)[CH:12]=1)=[O:7])(C)(C)C.C(O)(C(F)(F)F)=O.C1COCC1. Given the product [F:38][C@H:14]([CH2:15][CH2:16][C:31]1[N:32]=[N:33][C:34]([I:37])=[CH:35][CH:36]=1)[CH2:13][N:11]1[CH:12]=[C:8]([C:6]([OH:7])=[O:5])[N:9]=[N:10]1, predict the reactants needed to synthesize it.